From a dataset of Reaction yield outcomes from USPTO patents with 853,638 reactions. Predict the reaction yield, written as a fraction of the theoretical maximum amount of product (1.0 means a 100% yield; for example, 0.34 means a 34% yield). (1) The reactants are C1(P(C2CCCCC2)C2C=CC=CC=2C2C(OC)=CC=CC=2OC)CCCCC1.C([Zn][C:33]#[N:34])#N.Cl[C:36]1[N:41]=[CH:40][C:39]([OH:42])=[CH:38][C:37]=1[CH3:43]. The catalyst is CN(C=O)C.C1C=CC(/C=C/C(/C=C/C2C=CC=CC=2)=O)=CC=1.C1C=CC(/C=C/C(/C=C/C2C=CC=CC=2)=O)=CC=1.C1C=CC(/C=C/C(/C=C/C2C=CC=CC=2)=O)=CC=1.[Pd].[Pd]. The product is [OH:42][C:39]1[CH:38]=[C:37]([CH3:43])[C:36]([C:33]#[N:34])=[N:41][CH:40]=1. The yield is 0.320. (2) The reactants are [NH2:1][C:2]1[N:11]=[CH:10][C:9]2[C:4](=[C:5]([O:19][CH3:20])[C:6](Br)=[CH:7][C:8]=2[C:12]2[CH:17]=[CH:16][CH:15]=[CH:14][CH:13]=2)[N:3]=1.[C:21]1(B(O)O)[CH:26]=[CH:25][CH:24]=[CH:23][CH:22]=1.C(=O)([O-])[O-].[Na+].[Na+].O1CCOCC1. The catalyst is C1C=CC([P]([Pd]([P](C2C=CC=CC=2)(C2C=CC=CC=2)C2C=CC=CC=2)([P](C2C=CC=CC=2)(C2C=CC=CC=2)C2C=CC=CC=2)[P](C2C=CC=CC=2)(C2C=CC=CC=2)C2C=CC=CC=2)(C2C=CC=CC=2)C2C=CC=CC=2)=CC=1.O. The product is [NH2:1][C:2]1[N:11]=[CH:10][C:9]2[C:4](=[C:5]([O:19][CH3:20])[C:6]([C:21]3[CH:26]=[CH:25][CH:24]=[CH:23][CH:22]=3)=[CH:7][C:8]=2[C:12]2[CH:17]=[CH:16][CH:15]=[CH:14][CH:13]=2)[N:3]=1. The yield is 0.700. (3) The reactants are Br[C:2]1[N:7]=[N:6][C:5]([NH2:8])=[N:4][C:3]=1[C:9]1[CH:14]=[CH:13][CH:12]=[CH:11][CH:10]=1.[Cl:15][C:16]1[CH:17]=[C:18](B(O)O)[CH:19]=[CH:20][C:21]=1[F:22]. No catalyst specified. The product is [Cl:15][C:16]1[CH:17]=[C:18]([C:2]2[N:7]=[N:6][C:5]([NH2:8])=[N:4][C:3]=2[C:9]2[CH:14]=[CH:13][CH:12]=[CH:11][CH:10]=2)[CH:19]=[CH:20][C:21]=1[F:22]. The yield is 0.290.